This data is from Peptide-MHC class II binding affinity with 134,281 pairs from IEDB. The task is: Regression. Given a peptide amino acid sequence and an MHC pseudo amino acid sequence, predict their binding affinity value. This is MHC class II binding data. (1) The peptide sequence is ASFIYDGRLVDSIGS. The MHC is DRB5_0101 with pseudo-sequence DRB5_0101. The binding affinity (normalized) is 0.135. (2) The peptide sequence is IDGKSRKECPFSNRV. The MHC is DRB1_0801 with pseudo-sequence DRB1_0801. The binding affinity (normalized) is 0. (3) The binding affinity (normalized) is 0.198. The MHC is HLA-DPA10301-DPB10402 with pseudo-sequence HLA-DPA10301-DPB10402. The peptide sequence is DTRLMRLEDEMKEGR. (4) The peptide sequence is NLNIKLNMPLYIAGN. The MHC is DRB1_0301 with pseudo-sequence DRB1_0301. The binding affinity (normalized) is 0.109. (5) The peptide sequence is FQDAYNAAGGHNAVF. The MHC is H-2-IAb with pseudo-sequence H-2-IAb. The binding affinity (normalized) is 0.643. (6) The peptide sequence is EKKYFAALQFEPLAA. The MHC is HLA-DPA10103-DPB10401 with pseudo-sequence HLA-DPA10103-DPB10401. The binding affinity (normalized) is 1.00. (7) The binding affinity (normalized) is 0.796. The peptide sequence is YDKFLANVSTVLTGE. The MHC is DRB1_0701 with pseudo-sequence DRB1_0701.